From a dataset of Catalyst prediction with 721,799 reactions and 888 catalyst types from USPTO. Predict which catalyst facilitates the given reaction. (1) Reactant: [Cl:1][C:2]1[CH:24]=[CH:23][C:5]2[N:6]=[C:7]([NH:9][C:10]3[N:14]([CH3:15])[C:13]4[CH:16]=[CH:17][C:18]([C:20](O)=[O:21])=[CH:19][C:12]=4[N:11]=3)[S:8][C:4]=2[CH:3]=1.[NH2:25][CH2:26][CH2:27][S:28][CH2:29][CH2:30][OH:31].CN(C(ON1N=NC2C=CC=CC1=2)=[N+](C)C)C.F[P-](F)(F)(F)(F)F.CCN(C(C)C)C(C)C. Product: [OH:31][CH2:30][CH2:29][S:28][CH2:27][CH2:26][NH:25][C:20]([C:18]1[CH:17]=[CH:16][C:13]2[N:14]([CH3:15])[C:10]([NH:9][C:7]3[S:8][C:4]4[CH:3]=[C:2]([Cl:1])[CH:24]=[CH:23][C:5]=4[N:6]=3)=[N:11][C:12]=2[CH:19]=1)=[O:21]. The catalyst class is: 3. (2) Reactant: [C:1]([Si:5]([CH3:22])([CH3:21])[O:6][CH:7]1[CH2:12][CH2:11][CH:10]([C:13]2[CH:18]=[CH:17][C:16]([NH2:19])=[C:15]([F:20])[CH:14]=2)[CH2:9][CH2:8]1)([CH3:4])([CH3:3])[CH3:2].C([O:25][C:26]([C:28]1([CH2:41][CH:42]=O)[CH2:33][CH2:32][N:31]([C:34]([O:36][C:37]([CH3:40])([CH3:39])[CH3:38])=[O:35])[CH2:30][CH2:29]1)=O)C.C(O)(=O)C.[BH-](OC(C)=O)(OC(C)=O)OC(C)=O.[Na+]. Product: [C:37]([O:36][C:34]([N:31]1[CH2:32][CH2:33][C:28]2([C:26](=[O:25])[N:19]([C:16]3[CH:17]=[CH:18][C:13]([CH:10]4[CH2:11][CH2:12][CH:7]([O:6][Si:5]([C:1]([CH3:4])([CH3:3])[CH3:2])([CH3:22])[CH3:21])[CH2:8][CH2:9]4)=[CH:14][C:15]=3[F:20])[CH2:42][CH2:41]2)[CH2:29][CH2:30]1)=[O:35])([CH3:38])([CH3:39])[CH3:40]. The catalyst class is: 279. (3) Reactant: [CH:1]([S:3]([O:6][C:7]1[CH:15]=[CH:14][C:13]([C:16]2[N:17]([C:32]([O:34][C:35]([CH3:38])([CH3:37])[CH3:36])=[O:33])[C:18]3[C:23]([CH:24]=2)=[CH:22][C:21]([CH2:25][N:26]2[CH2:31][CH2:30][CH2:29][CH2:28][CH2:27]2)=[CH:20][CH:19]=3)=[C:12]2[C:8]=1[CH2:9][NH:10][C:11]2=[O:39])(=[O:5])=[O:4])=[CH2:2].[CH2:40]([NH2:42])[CH3:41]. Product: [CH2:40]([NH:42][CH2:2][CH2:1][S:3]([O:6][C:7]1[CH:15]=[CH:14][C:13]([C:16]2[N:17]([C:32]([O:34][C:35]([CH3:38])([CH3:37])[CH3:36])=[O:33])[C:18]3[C:23]([CH:24]=2)=[CH:22][C:21]([CH2:25][N:26]2[CH2:31][CH2:30][CH2:29][CH2:28][CH2:27]2)=[CH:20][CH:19]=3)=[C:12]2[C:8]=1[CH2:9][NH:10][C:11]2=[O:39])(=[O:4])=[O:5])[CH3:41]. The catalyst class is: 5. (4) Reactant: [CH3:1][N:2]1[C:7]2=[CH:8][N:9]([C:17]3[CH:18]=[C:19]([CH:25]=[CH:26][C:27]=3[OH:28])[C:20]([O:22][CH2:23][CH3:24])=[O:21])[C:10]([C:11]3[CH:16]=[CH:15][CH:14]=[CH:13][CH:12]=3)=[C:6]2[C:5](=[O:29])[N:4]([CH3:30])[C:3]1=[O:31].[Br:32][C:33]1[O:39][C:36]([CH:37]=O)=[CH:35][CH:34]=1.C(O)(C(F)(F)F)=O. Product: [Br:32][C:33]1[O:39][C:36]([CH:37]2[O:28][C:27]3[CH:26]=[CH:25][C:19]([C:20]([O:22][CH2:23][CH3:24])=[O:21])=[CH:18][C:17]=3[N:9]3[C:10]([C:11]4[CH:16]=[CH:15][CH:14]=[CH:13][CH:12]=4)=[C:6]4[C:5](=[O:29])[N:4]([CH3:30])[C:3](=[O:31])[N:2]([CH3:1])[C:7]4=[C:8]23)=[CH:35][CH:34]=1. The catalyst class is: 22. (5) Reactant: [CH2:1]([O:8][CH2:9][CH2:10][C@H:11]([NH2:28])[C:12]1[N:16]([C:17]2[CH:22]=[CH:21][CH:20]=[CH:19][CH:18]=2)[C:15]2[CH:23]=[C:24]([F:27])[CH:25]=[CH:26][C:14]=2[N:13]=1)[C:2]1[CH:7]=[CH:6][CH:5]=[CH:4][CH:3]=1.Cl[C:30]1[N:38]=[CH:37][N:36]=[C:35]2[C:31]=1[N:32]=[CH:33][N:34]2C1CCCCO1.CCN(C(C)C)C(C)C. Product: [CH2:1]([O:8][CH2:9][CH2:10][C@H:11]([NH:28][C:30]1[N:38]=[CH:37][N:36]=[C:35]2[C:31]=1[N:32]=[CH:33][NH:34]2)[C:12]1[N:16]([C:17]2[CH:18]=[CH:19][CH:20]=[CH:21][CH:22]=2)[C:15]2[CH:23]=[C:24]([F:27])[CH:25]=[CH:26][C:14]=2[N:13]=1)[C:2]1[CH:7]=[CH:6][CH:5]=[CH:4][CH:3]=1. The catalyst class is: 51. (6) Reactant: [Cl:1][C:2]1[CH:3]=[C:4]([CH:8]=[C:9]([Cl:11])[N:10]=1)[C:5](O)=[O:6].Cl.C(N=C=NCCCN(C)C)C.ON1C2C=CC=CC=2N=N1.Cl.[CH3:35][NH:36][O:37][CH3:38].C(=O)(O)[O-].[Na+]. Product: [Cl:1][C:2]1[CH:3]=[C:4]([CH:8]=[C:9]([Cl:11])[N:10]=1)[C:5]([N:36]([O:37][CH3:38])[CH3:35])=[O:6]. The catalyst class is: 842. (7) Reactant: FC(F)(F)S(O[C:7]1[C:16]2[C:11](=[N:12][CH:13]=[CH:14][CH:15]=2)[N:10]([O:17][CH2:18][C:19]2[CH:24]=[CH:23][CH:22]=[CH:21][CH:20]=2)[C:9](=[O:25])[CH:8]=1)(=O)=O.[NH2:28][C:29]1[CH:34]=[CH:33][CH:32]=[CH:31][CH:30]=1. Product: [NH:28]([C:7]1[C:16]2[C:11](=[N:12][CH:13]=[CH:14][CH:15]=2)[N:10]([O:17][CH2:18][C:19]2[CH:24]=[CH:23][CH:22]=[CH:21][CH:20]=2)[C:9](=[O:25])[CH:8]=1)[C:29]1[CH:34]=[CH:33][CH:32]=[CH:31][CH:30]=1. The catalyst class is: 3.